This data is from Full USPTO retrosynthesis dataset with 1.9M reactions from patents (1976-2016). The task is: Predict the reactants needed to synthesize the given product. (1) The reactants are: [CH3:1][O:2][C:3](=[O:21])[C:4]1[CH:9]=[CH:8][C:7](I)=[C:6]([O:11][CH2:12][CH2:13][C:14]2[CH:15]=[C:16]([CH3:20])[CH:17]=[CH:18][CH:19]=2)[CH:5]=1.[CH:22]([S:24]([CH3:27])(=[O:26])=[O:25])=[CH2:23].C1(C)C=CC=CC=1P(C1C=CC=CC=1C)C1C=CC=CC=1C.C(N(C(C)C)CC)(C)C. Given the product [CH3:1][O:2][C:3](=[O:21])[C:4]1[CH:9]=[CH:8][C:7](/[CH:23]=[CH:22]/[S:24]([CH3:27])(=[O:26])=[O:25])=[C:6]([O:11][CH2:12][CH2:13][C:14]2[CH:15]=[C:16]([CH3:20])[CH:17]=[CH:18][CH:19]=2)[CH:5]=1, predict the reactants needed to synthesize it. (2) Given the product [F:1][C:2]1[CH:32]=[C:31]([F:33])[CH:30]=[CH:29][C:3]=1[CH2:4][C:5]1[CH:6]=[C:7]([C:18]2[N:19]=[CH:20][C:21]([C:24]([OH:26])=[O:25])=[N:22][CH:23]=2)[C:8]2[C:15](=[O:16])[N:14]3[C@@H:10]([CH2:11][CH2:12][CH2:13]3)[C:9]=2[N:17]=1, predict the reactants needed to synthesize it. The reactants are: [F:1][C:2]1[CH:32]=[C:31]([F:33])[CH:30]=[CH:29][C:3]=1[CH2:4][C:5]1[CH:6]=[C:7]([C:18]2[N:19]=[CH:20][C:21]([C:24]([O:26]CC)=[O:25])=[N:22][CH:23]=2)[C:8]2[C:15](=[O:16])[N:14]3[C@@H:10]([CH2:11][CH2:12][CH2:13]3)[C:9]=2[N:17]=1.O.CO. (3) Given the product [Cl:16][C:17]1[C:22]([CH:14]([C:13]2[N:9]([C:6]3[CH:5]=[CH:4][C:3]([CH2:1][CH3:2])=[CH:8][CH:7]=3)[CH:10]=[N:11][CH:12]=2)[OH:15])=[C:21]([Cl:38])[N:20]=[CH:19][N:18]=1, predict the reactants needed to synthesize it. The reactants are: [CH2:1]([C:3]1[CH:8]=[CH:7][C:6]([N:9]2[C:13]([CH:14]=[O:15])=[CH:12][N:11]=[CH:10]2)=[CH:5][CH:4]=1)[CH3:2].[Cl:16][C:17]1[C:22](C(C2C=NN(C)C=2C2C=CC(C)=CC=2)O)=[C:21]([Cl:38])[N:20]=[CH:19][N:18]=1. (4) Given the product [F:1][C:2]([F:7])([F:6])[C:3]([OH:5])=[O:4].[CH2:8]([S:10]([N:13]1[CH2:18][CH2:17][CH:16]([C:19]2[C:27]3[C:22](=[C:23]([C:43]([NH2:45])=[O:44])[CH:24]=[C:25]([C:28]4[CH:33]=[C:32]([CH2:34][NH:35][CH:47]([CH3:51])[CH2:48][CH3:49])[CH:31]=[C:30]([F:42])[CH:29]=4)[CH:26]=3)[NH:21][CH:20]=2)[CH2:15][CH2:14]1)(=[O:11])=[O:12])[CH3:9], predict the reactants needed to synthesize it. The reactants are: [F:1][C:2]([F:7])([F:6])[C:3]([OH:5])=[O:4].[CH2:8]([S:10]([N:13]1[CH2:18][CH2:17][CH:16]([C:19]2[C:27]3[C:22](=[C:23]([C:43]([NH2:45])=[O:44])[CH:24]=[C:25]([C:28]4[CH:33]=[C:32]([CH2:34][NH:35]C[C@@H]5CCCO5)[CH:31]=[C:30]([F:42])[CH:29]=4)[CH:26]=3)[NH:21][CH:20]=2)[CH2:15][CH2:14]1)(=[O:12])=[O:11])[CH3:9].O1C[CH2:49][CH2:48][C@H:47]1[CH2:51]N. (5) Given the product [ClH:40].[CH2:32]([NH:39][C:20]([C:17]1[CH:18]=[CH:19][C:11]2[CH2:10][CH2:9][NH:8][CH2:14][C@@H:13]([CH3:15])[C:12]=2[CH:16]=1)=[O:22])[C:33]1[CH:38]=[CH:37][CH:36]=[CH:35][CH:34]=1, predict the reactants needed to synthesize it. The reactants are: C(OC([N:8]1[CH2:14][C@@H:13]([CH3:15])[C:12]2[CH:16]=[C:17]([C:20]([OH:22])=O)[CH:18]=[CH:19][C:11]=2[CH2:10][CH2:9]1)=O)(C)(C)C.C(N(C(C)C)CC)(C)C.[CH2:32]([NH2:39])[C:33]1[CH:38]=[CH:37][CH:36]=[CH:35][CH:34]=1.[ClH:40]. (6) The reactants are: FC(F)(F)C(O)=O.C(OC([N:15]1[CH2:20][CH2:19][CH:18]([CH2:21][O:22][C:23]2[CH:32]=[C:31]3[C:26]([C:27]([NH:33][C:34]4[C:39]([Cl:40])=[CH:38][N:37]=[C:36]5[O:41][CH2:42][O:43][C:35]=45)=[N:28][CH:29]=[N:30]3)=[CH:25][C:24]=2[O:44][CH3:45])[CH2:17][CH2:16]1)=O)(C)(C)C. Given the product [Cl:40][C:39]1[C:34]([NH:33][C:27]2[C:26]3[C:31](=[CH:32][C:23]([O:22][CH2:21][CH:18]4[CH2:19][CH2:20][NH:15][CH2:16][CH2:17]4)=[C:24]([O:44][CH3:45])[CH:25]=3)[N:30]=[CH:29][N:28]=2)=[C:35]2[O:43][CH2:42][O:41][C:36]2=[N:37][CH:38]=1, predict the reactants needed to synthesize it.